From a dataset of Forward reaction prediction with 1.9M reactions from USPTO patents (1976-2016). Predict the product of the given reaction. (1) Given the reactants [Cl:1][C:2]1[CH:3]=[CH:4][C:5]([N+:11]([O-:13])=[O:12])=[C:6]([C:8](=[O:10])[CH3:9])[CH:7]=1.CO[CH:16](OC)[N:17]([CH3:19])[CH3:18], predict the reaction product. The product is: [Cl:1][C:2]1[CH:3]=[CH:4][C:5]([N+:11]([O-:13])=[O:12])=[C:6]([C:8](=[O:10])[CH:9]=[CH:16][N:17]([CH3:19])[CH3:18])[CH:7]=1. (2) Given the reactants Cl.[C:2]([C:6]1[N:11]=[CH:10][C:9]([C:12]2[N:13]([C:33]([N:35]3[CH2:40][CH2:39][N:38]([CH2:41][C:42]([OH:44])=O)[CH2:37][CH2:36]3)=[O:34])[C@@:14]([C:26]3[CH:31]=[CH:30][C:29]([Cl:32])=[CH:28][CH:27]=3)([CH3:25])[C@@:15]([C:18]3[CH:23]=[CH:22][C:21]([Cl:24])=[CH:20][CH:19]=3)([CH3:17])[N:16]=2)=[C:8]([O:45][CH2:46][CH3:47])[CH:7]=1)([CH3:5])([CH3:4])[CH3:3].[N:48]1[CH:53]=[CH:52][C:51]([NH2:54])=[CH:50][CH:49]=1, predict the reaction product. The product is: [C:2]([C:6]1[N:11]=[CH:10][C:9]([C:12]2[N:13]([C:33]([N:35]3[CH2:36][CH2:37][N:38]([CH2:41][C:42]([NH:54][C:51]4[CH:52]=[CH:53][N:48]=[CH:49][CH:50]=4)=[O:44])[CH2:39][CH2:40]3)=[O:34])[C@@:14]([C:26]3[CH:27]=[CH:28][C:29]([Cl:32])=[CH:30][CH:31]=3)([CH3:25])[C@@:15]([C:18]3[CH:23]=[CH:22][C:21]([Cl:24])=[CH:20][CH:19]=3)([CH3:17])[N:16]=2)=[C:8]([O:45][CH2:46][CH3:47])[CH:7]=1)([CH3:4])([CH3:5])[CH3:3]. (3) Given the reactants CN(C)C1C=CC=CC=1.[NH2:10][C:11]1[C:12]([Cl:19])=[N:13][C:14]([CH3:18])=[CH:15][C:16]=1[Cl:17].O.[C:21]([O:24][CH2:25][C:26](Cl)=[O:27])(=[O:23])[CH3:22], predict the reaction product. The product is: [Cl:19][C:12]1[C:11]([NH:10][C:26](=[O:27])[CH2:25][O:24][C:21](=[O:23])[CH3:22])=[C:16]([Cl:17])[CH:15]=[C:14]([CH3:18])[N:13]=1. (4) Given the reactants [CH3:1][O:2][C:3]1[CH:4]=[C:5]2[C:10](=[CH:11][C:12]=1[O:13][CH3:14])[N:9]=[CH:8][CH:7]=[C:6]2[O:15][C:16]1[CH:22]=[CH:21][C:19]([NH2:20])=[C:18]([F:23])[CH:17]=1.ClC(Cl)(O[C:28](=[O:34])OC(Cl)(Cl)Cl)Cl.[CH2:36]([NH2:39])[C:37]#[CH:38].C(=O)([O-])O.[Na+], predict the reaction product. The product is: [CH3:1][O:2][C:3]1[CH:4]=[C:5]2[C:10](=[CH:11][C:12]=1[O:13][CH3:14])[N:9]=[CH:8][CH:7]=[C:6]2[O:15][C:16]1[CH:22]=[CH:21][C:19]([NH:20][C:28]([NH:39][CH2:36][C:37]#[CH:38])=[O:34])=[C:18]([F:23])[CH:17]=1. (5) Given the reactants Br[C:2]1[CH:7]=[CH:6][C:5]([CH2:8][CH2:9][C:10]([O:12][C:13]([CH3:16])([CH3:15])[CH3:14])=[O:11])=[CH:4][CH:3]=1.[C:17]([CH2:20][CH2:21][C:22]1[CH:27]=[CH:26][C:25](B(O)O)=[CH:24][CH:23]=1)([OH:19])=[O:18].C([O-])([O-])=O.[K+].[K+].Cl, predict the reaction product. The product is: [C:17]([CH2:20][CH2:21][C:22]1[CH:27]=[CH:26][C:25]([C:2]2[CH:7]=[CH:6][C:5]([CH2:8][CH2:9][C:10]([O:12][C:13]([CH3:16])([CH3:15])[CH3:14])=[O:11])=[CH:4][CH:3]=2)=[CH:24][CH:23]=1)([OH:19])=[O:18]. (6) Given the reactants Cl.[NH2:2][C:3]1[NH:7][CH:6]=[N:5][C:4]=1[C:8]([NH2:10])=[O:9].Cl[CH2:12][C:13]1[CH:18]=[C:17]([C:19]([F:22])([F:21])[F:20])[CH:16]=[C:15]([C:23]([F:26])([F:25])[F:24])[CH:14]=1, predict the reaction product. The product is: [NH2:2][C:3]1[N:7]([CH2:12][C:13]2[CH:14]=[C:15]([C:23]([F:25])([F:26])[F:24])[CH:16]=[C:17]([C:19]([F:20])([F:21])[F:22])[CH:18]=2)[CH:6]=[N:5][C:4]=1[C:8]([NH2:10])=[O:9]. (7) Given the reactants [NH2:1][C:2]1[NH:3][C:4](=[O:36])[C:5]2[N:6]=[CH:7][N:8]([C@H:11]3[C@H:15]([OH:16])[C@H:14]([O:17]CC4C=CC=CC=4)[C@:13]([CH2:27][O:28]CC4C=CC=CC=4)([CH:25]=[CH2:26])[O:12]3)[C:9]=2[N:10]=1.B(Cl)(Cl)Cl, predict the reaction product. The product is: [NH2:1][C:2]1[NH:3][C:4](=[O:36])[C:5]2[N:6]=[CH:7][N:8]([C@H:11]3[C@H:15]([OH:16])[C@H:14]([OH:17])[C@:13]([CH2:27][OH:28])([CH:25]=[CH2:26])[O:12]3)[C:9]=2[N:10]=1. (8) Given the reactants Cl[C:2]1[N:7]=[CH:6][C:5]([CH2:8][C:9]([OH:11])=[O:10])=[CH:4][C:3]=1[CH3:12].[F:13][C:14]1[CH:19]=[C:18](B(O)O)[CH:17]=[CH:16][N:15]=1.COC1C=CC=C(OC)C=1C1C=CC=CC=1P(C1CCCCC1)C1CCCCC1.[O-]P([O-])([O-])=O.[K+].[K+].[K+], predict the reaction product. The product is: [F:13][C:14]1[CH:19]=[C:18]([C:2]2[C:3]([CH3:12])=[CH:4][C:5]([CH2:8][C:9]([OH:11])=[O:10])=[CH:6][N:7]=2)[CH:17]=[CH:16][N:15]=1. (9) Given the reactants [NH2:1][C:2]1[C:7]2[C:8]([C:11]3[CH:16]=[CH:15][C:14]([NH:17][C:18]([C:20]4[N:21]([CH3:29])[C:22]5[C:27]([CH:28]=4)=[CH:26][CH:25]=[CH:24][CH:23]=5)=[O:19])=[C:13]([O:30][CH3:31])[CH:12]=3)=[CH:9][S:10][C:6]=2[C:5]([C:32](O)=[O:33])=[CH:4][N:3]=1.[CH3:35][O:36][CH:37]([O:40][CH3:41])[CH2:38][NH2:39].CC[NH+](CC)CC.CC[NH+](CC)CC.C([O-])([O-])=O, predict the reaction product. The product is: [NH2:1][C:2]1[C:7]2[C:8]([C:11]3[CH:16]=[CH:15][C:14]([NH:17][C:18]([C:20]4[N:21]([CH3:29])[C:22]5[C:27]([CH:28]=4)=[CH:26][CH:25]=[CH:24][CH:23]=5)=[O:19])=[C:13]([O:30][CH3:31])[CH:12]=3)=[CH:9][S:10][C:6]=2[C:5]([C:32]([NH:39][CH2:38][CH:37]([O:40][CH3:41])[O:36][CH3:35])=[O:33])=[CH:4][N:3]=1.